This data is from Forward reaction prediction with 1.9M reactions from USPTO patents (1976-2016). The task is: Predict the product of the given reaction. (1) The product is: [CH3:8][C:6]1[N:13]=[CH:11][O:12][C:5]=1[C:4]([OH:3])=[O:10]. Given the reactants C([O:3][C:4](=[O:10])[CH:5](Cl)[C:6]([CH3:8])=O)C.[CH:11]([NH2:13])=[O:12].[OH-].[Na+], predict the reaction product. (2) Given the reactants [F:1][C:2]([F:40])([F:39])[C:3]1[CH:4]=[C:5]([CH:13]([NH2:38])[CH2:14][NH:15][CH2:16][C:17]2[CH:22]=[C:21]([C:23]([F:26])([F:25])[F:24])[CH:20]=[CH:19][C:18]=2[C:27]2[CH:32]=[C:31]([CH:33]([CH3:35])[CH3:34])[CH:30]=[CH:29][C:28]=2[O:36][CH3:37])[CH:6]=[C:7]([C:9]([F:12])([F:11])[F:10])[CH:8]=1.CCN(C(C)C)C(C)C.Cl[C:51](Cl)([O:53]C(=O)OC(Cl)(Cl)Cl)Cl.C([O-])(O)=O.[Na+], predict the reaction product. The product is: [F:1][C:2]([F:39])([F:40])[C:3]1[CH:4]=[C:5]([CH:13]2[CH2:14][N:15]([CH2:16][C:17]3[CH:22]=[C:21]([C:23]([F:24])([F:25])[F:26])[CH:20]=[CH:19][C:18]=3[C:27]3[CH:32]=[C:31]([CH:33]([CH3:35])[CH3:34])[CH:30]=[CH:29][C:28]=3[O:36][CH3:37])[C:51](=[O:53])[NH:38]2)[CH:6]=[C:7]([C:9]([F:11])([F:10])[F:12])[CH:8]=1. (3) Given the reactants C1(P(C2C=CC=CC=2)C2C=CC=CC=2)C=CC=CC=1.[CH3:20][O:21][C:22]1[CH:27]=[CH:26][C:25]([CH2:28][CH2:29][CH2:30]O)=[CH:24][CH:23]=1.[C:32]([NH:39][C:40]([N:49]1[CH:53]=[CH:52][CH:51]=[N:50]1)=[N:41][C:42]([O:44][C:45]([CH3:48])([CH3:47])[CH3:46])=[O:43])([O:34][C:35]([CH3:38])([CH3:37])[CH3:36])=[O:33].N(C(OC(C)(C)C)=O)=NC(OC(C)(C)C)=O.CCCC(C)C, predict the reaction product. The product is: [C:45]([O:44][C:42](=[O:43])[N:41](/[C:40](=[N:39]/[C:32]([O:34][C:35]([CH3:38])([CH3:37])[CH3:36])=[O:33])/[N:49]1[CH:53]=[CH:52][CH:51]=[N:50]1)[CH2:30][CH2:29][CH2:28][C:25]1[CH:24]=[CH:23][C:22]([O:21][CH3:20])=[CH:27][CH:26]=1)([CH3:48])([CH3:47])[CH3:46]. (4) Given the reactants CCN(C(C)C)C(C)C.Cl[C:11]1[C:12]2[S:28][C:27]([NH2:29])=[N:26][C:13]=2[N:14]=[C:15]([S:17][C@H:18]([C:20]2[CH:25]=[CH:24][CH:23]=[CH:22][CH:21]=2)[CH3:19])[N:16]=1.[NH2:30][C@H:31]([CH2:34][C:35]([F:38])([CH3:37])[CH3:36])[CH2:32][OH:33], predict the reaction product. The product is: [NH2:29][C:27]1[S:28][C:12]2[C:11]([NH:30][C@H:31]([CH2:34][C:35]([F:38])([CH3:37])[CH3:36])[CH2:32][OH:33])=[N:16][C:15]([S:17][C@H:18]([C:20]3[CH:25]=[CH:24][CH:23]=[CH:22][CH:21]=3)[CH3:19])=[N:14][C:13]=2[N:26]=1.